This data is from Forward reaction prediction with 1.9M reactions from USPTO patents (1976-2016). The task is: Predict the product of the given reaction. (1) Given the reactants [F:1][C:2]1[CH:7]=[CH:6][CH:5]=[CH:4][C:3]=1[N:8]1[C:16]2[C:11](=[C:12]([N:17]3[CH:21]=[CH:20][NH:19][C:18]3=[O:22])[CH:13]=[CH:14][CH:15]=2)[CH:10]=[N:9]1.[H-].[Na+].I[CH2:26][C:27]([O:29][CH2:30][CH3:31])=[O:28], predict the reaction product. The product is: [F:1][C:2]1[CH:7]=[CH:6][CH:5]=[CH:4][C:3]=1[N:8]1[C:16]2[C:11](=[C:12]([N:17]3[CH:21]=[CH:20][N:19]([CH2:26][C:27]([O:29][CH2:30][CH3:31])=[O:28])[C:18]3=[O:22])[CH:13]=[CH:14][CH:15]=2)[CH:10]=[N:9]1. (2) Given the reactants [C:1]([O:5][C:6]([C:8]1[C:13]([C:14](=[O:23])[NH:15][C:16]2([CH2:21]O)[CH2:20][CH2:19][CH2:18][CH2:17]2)=[N:12][C:11]([C:24]2[CH:29]=[CH:28][C:27]([Cl:30])=[CH:26][CH:25]=2)=[C:10]([C:31]2[CH:36]=[CH:35][C:34]([Cl:37])=[CH:33][CH:32]=2)[N:9]=1)=[O:7])([CH3:4])([CH3:3])[CH3:2].CCN(S(F)(F)F)CC.C([O-])([O-])=O.[K+].[K+], predict the reaction product. The product is: [C:1]([O:5][C:6]([C:8]1[C:13]([C:14]2[O:23][CH2:21][C:16]3([CH2:17][CH2:18][CH2:19][CH2:20]3)[N:15]=2)=[N:12][C:11]([C:24]2[CH:25]=[CH:26][C:27]([Cl:30])=[CH:28][CH:29]=2)=[C:10]([C:31]2[CH:36]=[CH:35][C:34]([Cl:37])=[CH:33][CH:32]=2)[N:9]=1)=[O:7])([CH3:4])([CH3:3])[CH3:2]. (3) The product is: [Cl:1][C:2]1[C:3]([O:30][C@@H:31]2[CH2:35][CH2:34][CH2:33][C@H:32]2[C:36]2[NH:37][N:38]=[CH:39][CH:40]=2)=[CH:4][C:5]([F:29])=[C:6]([S:8]([NH:11][C:12]2[CH:17]=[CH:16][N:15]=[CH:14][N:13]=2)(=[O:10])=[O:9])[CH:7]=1. Given the reactants [Cl:1][C:2]1[C:3]([O:30][C@@H:31]2[CH2:35][CH2:34][CH2:33][C@H:32]2[C:36]2[CH:40]=[CH:39][N:38](C3CCCCO3)[N:37]=2)=[CH:4][C:5]([F:29])=[C:6]([S:8]([N:11](CC2C=CC(OC)=CC=2OC)[C:12]2[CH:17]=[CH:16][N:15]=[CH:14][N:13]=2)(=[O:10])=[O:9])[CH:7]=1.C([SiH](CC)CC)C.FC(F)(F)C(O)=O, predict the reaction product. (4) Given the reactants [CH2:1]=[CH:2][C:3]1[CH:8]=[CH:7][CH:6]=[CH:5][CH:4]=1.[C:9](#[N:12])[CH:10]=[CH2:11].P([O-])([O-])([O-])=O.[Ca+2].P([O-])([O-])([O-])=O.[Ca+2].[Ca+2].C(OOCCCCCCCCCCCC)CCCCCCCCCCC.CC(C(C(C(S)(C)C)(C)C)(C)C)C, predict the reaction product. The product is: [CH2:11]=[CH:10][C:9]#[N:12].[CH2:1]=[CH:2][C:3]1[CH:8]=[CH:7][CH:6]=[CH:5][CH:4]=1.